Predict the product of the given reaction. From a dataset of Forward reaction prediction with 1.9M reactions from USPTO patents (1976-2016). (1) Given the reactants Cl.[F:2][C:3]1[CH:9]=[C:8]([O:10][CH3:11])[CH:7]=[CH:6][C:4]=1[NH2:5].[N:12]([O-])=O.[Na+], predict the reaction product. The product is: [F:2][C:3]1[CH:9]=[C:8]([O:10][CH3:11])[CH:7]=[CH:6][C:4]=1[NH:5][NH2:12]. (2) Given the reactants [C:1]([O:8][C:9]([O:11][C:12]([CH3:15])([CH3:14])[CH3:13])=[O:10])(OC(C)(C)C)=O.OC1[C:25]([C:26]([F:29])([F:28])[F:27])=[CH:24][CH:23]=[C:22]([CH3:30])[C:18]=1[C:19]([OH:21])=[O:20], predict the reaction product. The product is: [C:12]([O:11][C:9]([O:8][C:1]1[C:25]([C:26]([F:27])([F:28])[F:29])=[CH:24][CH:23]=[C:22]([CH3:30])[C:18]=1[C:19]([O:21][C:12]([CH3:15])([CH3:14])[CH3:13])=[O:20])=[O:10])([CH3:13])([CH3:14])[CH3:15]. (3) Given the reactants [NH2:1][C:2]1[CH:7]=[CH:6][CH:5]=[CH:4][C:3]=1[NH2:8].[N:9]([O-])=O.[Na+].OS(O)(=O)=O, predict the reaction product. The product is: [NH:1]1[C:2]2[CH:7]=[CH:6][CH:5]=[CH:4][C:3]=2[N:8]=[N:9]1. (4) Given the reactants [CH2:1]([O:3][C:4](=[O:41])[C:5]1[CH:10]=[CH:9][C:8]([C:11]2[N:40]=[C:14]3[N:15](CC4C=CC(OC)=CC=4)[CH:16]=[N:17][C:18]([O:19][C:20]4[C:21]([F:30])=[C:22]5[C:26](=[CH:27][CH:28]=4)[NH:25][C:24]([CH3:29])=[CH:23]5)=[C:13]3[CH:12]=2)=[CH:7][CH:6]=1)[CH3:2], predict the reaction product. The product is: [CH2:1]([O:3][C:4](=[O:41])[C:5]1[CH:6]=[CH:7][C:8]([C:11]2[NH:40][C:14]3[N:15]=[CH:16][N:17]=[C:18]([O:19][C:20]4[C:21]([F:30])=[C:22]5[C:26](=[CH:27][CH:28]=4)[NH:25][C:24]([CH3:29])=[CH:23]5)[C:13]=3[CH:12]=2)=[CH:9][CH:10]=1)[CH3:2]. (5) Given the reactants Cl[C:2]([O:4][C:5]1[CH:10]=[CH:9][CH:8]=[CH:7][CH:6]=1)=[O:3].[O:11]([C:18]1[CH:19]=[C:20]([CH:23]=[CH:24][CH:25]=1)[CH2:21][NH2:22])[C:12]1[CH:17]=[CH:16][CH:15]=[CH:14][CH:13]=1.C(N(CC)CC)C, predict the reaction product. The product is: [C:5]1([O:4][C:2](=[O:3])[NH:22][CH2:21][C:20]2[CH:23]=[CH:24][CH:25]=[C:18]([O:11][C:12]3[CH:17]=[CH:16][CH:15]=[CH:14][CH:13]=3)[CH:19]=2)[CH:10]=[CH:9][CH:8]=[CH:7][CH:6]=1. (6) The product is: [CH3:1][S:2]([O:5][C:6]1[CH:11]=[CH:10][CH:9]=[C:8]([CH:12]2[CH2:13][CH2:14][N:15]([CH2:26][CH2:27][O:28][CH3:29])[CH2:16][CH2:17]2)[C:7]=1[F:18])(=[O:3])=[O:4]. Given the reactants [CH3:1][S:2]([O:5][C:6]1[CH:11]=[CH:10][CH:9]=[C:8]([CH:12]2[CH2:17][CH2:16][NH:15][CH2:14][CH2:13]2)[C:7]=1[F:18])(=[O:4])=[O:3].C(=O)([O-])[O-].[K+].[K+].Br[CH2:26][CH2:27][O:28][CH3:29], predict the reaction product. (7) Given the reactants [CH3:1][N:2]1[C:6]2=[N+:7]([O-])[CH:8]=[C:9]([N+:11]([O-:13])=[O:12])[CH:10]=[C:5]2[N:4]=[C:3]1[C:15]([F:18])([F:17])[F:16].O=P(Cl)(Cl)[Cl:21], predict the reaction product. The product is: [Cl:21][C:8]1[N:7]=[C:6]2[N:2]([CH3:1])[C:3]([C:15]([F:18])([F:17])[F:16])=[N:4][C:5]2=[CH:10][C:9]=1[N+:11]([O-:13])=[O:12]. (8) Given the reactants [CH3:1][C:2]1O[C:4](=[O:15])[C:5]2[C:11]([N+:12]([O-:14])=[O:13])=[CH:10][CH:9]=[CH:8][C:6]=2[N:7]=1.Cl.[NH2:17][CH:18]1[CH2:23][CH2:22][C:21](=[O:24])[NH:20][C:19]1=[O:25].CCCP1(OP(CCC)(=O)OP(CCC)(=O)O1)=O.O, predict the reaction product. The product is: [CH3:1][C:2]1[N:17]([CH:18]2[CH2:23][CH2:22][C:21](=[O:24])[NH:20][C:19]2=[O:25])[C:4](=[O:15])[C:5]2[C:6](=[CH:8][CH:9]=[CH:10][C:11]=2[N+:12]([O-:14])=[O:13])[N:7]=1. (9) Given the reactants [N:1]1[CH:5]=[C:4]([CH2:6][NH:7][C:8]2[CH:13]=[CH:12][CH:11]=[C:10]([O:14][CH3:15])[CH:9]=2)[NH:3][CH:2]=1.[N:16]1[CH:21]=[CH:20][C:19]([CH:22]=O)=[CH:18][CH:17]=1.C(O[BH-](OC(=O)C)OC(=O)C)(=O)C.[Na+], predict the reaction product. The product is: [N:1]1[CH:5]=[C:4]([CH2:6][N:7]([C:8]2[CH:13]=[CH:12][CH:11]=[C:10]([O:14][CH3:15])[CH:9]=2)[CH2:22][C:19]2[CH:20]=[CH:21][N:16]=[CH:17][CH:18]=2)[NH:3][CH:2]=1. (10) Given the reactants FC(F)(F)C(O)=O.[O:8]1[C:12]2[CH:13]=[CH:14][CH:15]=[CH:16][C:11]=2[C:10]([NH:17][C:18]([N:20]2[CH2:25][CH2:24][NH:23][CH2:22][CH2:21]2)=[O:19])=[N:9]1.C(N(CC)CC)C.Cl[C:34]([O:36][CH2:37][C:38]1[CH:43]=[CH:42][CH:41]=[CH:40][CH:39]=1)=[O:35].O, predict the reaction product. The product is: [O:8]1[C:12]2[CH:13]=[CH:14][CH:15]=[CH:16][C:11]=2[C:10]([NH:17][C:18]([N:20]2[CH2:25][CH2:24][N:23]([C:34]([O:36][CH2:37][C:38]3[CH:43]=[CH:42][CH:41]=[CH:40][CH:39]=3)=[O:35])[CH2:22][CH2:21]2)=[O:19])=[N:9]1.